Dataset: Peptide-MHC class I binding affinity with 185,985 pairs from IEDB/IMGT. Task: Regression. Given a peptide amino acid sequence and an MHC pseudo amino acid sequence, predict their binding affinity value. This is MHC class I binding data. (1) The peptide sequence is HPAAMPHLLV. The MHC is Patr-A0701 with pseudo-sequence Patr-A0701. The binding affinity (normalized) is 0.494. (2) The peptide sequence is TIEILRNYL. The MHC is HLA-A02:02 with pseudo-sequence HLA-A02:02. The binding affinity (normalized) is 0.406. (3) The peptide sequence is QAKWRLQTL. The MHC is HLA-A24:03 with pseudo-sequence HLA-A24:03. The binding affinity (normalized) is 0.213. (4) The peptide sequence is WTEHRQVRY. The MHC is HLA-A69:01 with pseudo-sequence HLA-A69:01. The binding affinity (normalized) is 0.0847. (5) The binding affinity (normalized) is 0.0735. The peptide sequence is HTISSVYV. The MHC is H-2-Kb with pseudo-sequence H-2-Kb. (6) The peptide sequence is SVFYLYLTFY. The MHC is HLA-A11:01 with pseudo-sequence HLA-A11:01. The binding affinity (normalized) is 0.512.